This data is from Peptide-MHC class II binding affinity with 134,281 pairs from IEDB. The task is: Regression. Given a peptide amino acid sequence and an MHC pseudo amino acid sequence, predict their binding affinity value. This is MHC class II binding data. (1) The peptide sequence is DSVFKVNDGVFDIRS. The MHC is DRB1_0101 with pseudo-sequence DRB1_0101. The binding affinity (normalized) is 0.323. (2) The peptide sequence is KTGQALVVGIYDEPM. The MHC is DRB3_0101 with pseudo-sequence DRB3_0101. The binding affinity (normalized) is 0.204. (3) The peptide sequence is FLIYITELLKKLQST. The MHC is HLA-DPA10103-DPB10401 with pseudo-sequence HLA-DPA10103-DPB10401. The binding affinity (normalized) is 0.504. (4) The peptide sequence is EKKYFAATQFEPQAA. The MHC is DRB1_1001 with pseudo-sequence DRB1_1001. The binding affinity (normalized) is 0.589. (5) The peptide sequence is GFLFLAWIMLLQFAY. The MHC is DRB1_0101 with pseudo-sequence DRB1_0101. The binding affinity (normalized) is 0.263. (6) The peptide sequence is IPAGELQIIDKIDAA. The MHC is DRB1_0901 with pseudo-sequence DRB1_0901. The binding affinity (normalized) is 0.274.